This data is from Peptide-MHC class I binding affinity with 185,985 pairs from IEDB/IMGT. The task is: Regression. Given a peptide amino acid sequence and an MHC pseudo amino acid sequence, predict their binding affinity value. This is MHC class I binding data. (1) The peptide sequence is HTQGYFPDW. The MHC is HLA-B57:02 with pseudo-sequence HLA-B57:02. The binding affinity (normalized) is 0.669. (2) The peptide sequence is ILLSRCLWWT. The MHC is HLA-A02:03 with pseudo-sequence HLA-A02:03. The binding affinity (normalized) is 0.353. (3) The peptide sequence is NYMPYVFTLL. The MHC is HLA-A30:02 with pseudo-sequence HLA-A30:02. The binding affinity (normalized) is 0.275. (4) The peptide sequence is CVDHPFIYV. The MHC is HLA-A02:02 with pseudo-sequence HLA-A02:02. The binding affinity (normalized) is 0.473. (5) The peptide sequence is RLKPVGSAY. The MHC is HLA-A30:01 with pseudo-sequence HLA-A30:01. The binding affinity (normalized) is 0.576. (6) The MHC is HLA-A02:01 with pseudo-sequence HLA-A02:01. The binding affinity (normalized) is 0.542. The peptide sequence is MLCLLLLSV. (7) The binding affinity (normalized) is 0. The peptide sequence is SVANRSKQK. The MHC is H-2-Dd with pseudo-sequence H-2-Dd. (8) The peptide sequence is RGPYRKFVTI. The MHC is H-2-Dd with pseudo-sequence H-2-Dd. The binding affinity (normalized) is 0.879. (9) The peptide sequence is TLAQSLIDV. The MHC is HLA-A02:01 with pseudo-sequence HLA-A02:01. The binding affinity (normalized) is 1.00. (10) The peptide sequence is KRWIILGLNK. The MHC is HLA-B40:01 with pseudo-sequence HLA-B40:01. The binding affinity (normalized) is 0.